From a dataset of Full USPTO retrosynthesis dataset with 1.9M reactions from patents (1976-2016). Predict the reactants needed to synthesize the given product. (1) The reactants are: CC([O-])(C)C.[K+].[CH2:7]([O:9][C:10](=[O:14])[CH2:11][N+:12]#[C-:13])[CH3:8].[N:15]([C:18]1[CH:19]=[N:20][CH:21]=[CH:22][CH:23]=1)=[C:16]=[S:17]. Given the product [CH2:7]([O:9][C:10]([C:11]1[N:12]=[CH:13][S:17][C:16]=1[NH:15][C:18]1[CH:19]=[N:20][CH:21]=[CH:22][CH:23]=1)=[O:14])[CH3:8], predict the reactants needed to synthesize it. (2) Given the product [F:19][C:20]([F:29])([F:30])[C:21]1[CH:28]=[CH:27][CH:26]=[CH:25][C:22]=1[CH2:23][N:24]1[C:9](=[O:11])[CH2:8][S:7][C:1]1=[S:12], predict the reactants needed to synthesize it. The reactants are: [C:1](=[S:12])([S:7][CH2:8][C:9]([OH:11])=O)SCC(O)=O.C(=O)([O-])[O-].[K+].[K+].[F:19][C:20]([F:30])([F:29])[C:21]1[CH:28]=[CH:27][CH:26]=[CH:25][C:22]=1[CH2:23][NH2:24]. (3) Given the product [Cl:11][C:12]1[CH:21]=[C:20]([NH:22][C:23]2[C:32]3[C:27](=[CH:28][CH:29]=[CH:30][C:31]=3[O:33][CH:34]3[CH2:35][CH2:36][N:37]([CH3:40])[CH2:38][CH2:39]3)[N:26]=[CH:25][N:24]=2)[CH:19]=[CH:18][C:13]=1[O:14][CH2:15][C:16]([NH:2][OH:3])=[NH:17], predict the reactants needed to synthesize it. The reactants are: Cl.[NH2:2][OH:3].C(=O)([O-])[O-].[K+].[K+].Cl.[Cl:11][C:12]1[CH:21]=[C:20]([NH:22][C:23]2[C:32]3[C:27](=[CH:28][CH:29]=[CH:30][C:31]=3[O:33][CH:34]3[CH2:39][CH2:38][N:37]([CH3:40])[CH2:36][CH2:35]3)[N:26]=[CH:25][N:24]=2)[CH:19]=[CH:18][C:13]=1[O:14][CH2:15][C:16]#[N:17]. (4) Given the product [ClH:15].[F:1][C:2]1[CH:7]=[C:6]([C:8]([F:10])([F:11])[F:9])[CH:5]=[CH:4][C:3]=1[CH2:12][CH2:13][NH2:14], predict the reactants needed to synthesize it. The reactants are: [F:1][C:2]1[CH:7]=[C:6]([C:8]([F:11])([F:10])[F:9])[CH:5]=[CH:4][C:3]=1[CH2:12][C:13]#[N:14].[ClH:15]. (5) Given the product [F:1][C:2]1[CH:7]=[CH:6][C:5]([NH:8][C:9]2[C:10]3[C:17]([CH3:18])=[C:16]([C:19]([NH2:30])=[O:20])[S:15][C:11]=3[N:12]=[CH:13][N:14]=2)=[C:4]([O:22][C@H:23]2[CH2:28][CH2:27][CH2:26][C@H:25]([OH:29])[CH2:24]2)[CH:3]=1, predict the reactants needed to synthesize it. The reactants are: [F:1][C:2]1[CH:7]=[CH:6][C:5]([NH:8][C:9]2[C:10]3[C:17]([CH3:18])=[C:16]([C:19](O)=[O:20])[S:15][C:11]=3[N:12]=[CH:13][N:14]=2)=[C:4]([O:22][C@H:23]2[CH2:28][CH2:27][CH2:26][C@H:25]([OH:29])[CH2:24]2)[CH:3]=1.[NH3:30]. (6) Given the product [F:1][C:2]1[C:3]([CH3:13])=[C:4]([C:8]2([C:9]([O:11][CH3:12])=[O:10])[CH2:4][CH2:8][C:9]([OH:10])=[C:15]([C:14]([O:18][C:19]([CH3:22])([CH3:21])[CH3:20])=[O:17])[CH2:16]2)[CH:5]=[CH:6][CH:7]=1, predict the reactants needed to synthesize it. The reactants are: [F:1][C:2]1[C:3]([CH3:13])=[C:4]([CH2:8][C:9]([O:11][CH3:12])=[O:10])[CH:5]=[CH:6][CH:7]=1.[C:14]([O:18][C:19]([CH3:22])([CH3:21])[CH3:20])(=[O:17])[CH:15]=[CH2:16].[H-].[Na+]. (7) Given the product [CH3:1][O:2][C:3](=[O:20])[CH2:4][N:5]([CH2:12][C:13]1[CH:14]=[CH:15][C:16]([Cl:19])=[CH:17][CH:18]=1)[CH:6]1[CH2:11][CH2:10][N:9]([CH2:28][CH2:29][CH:30]=[C:31]2[C:37]3[CH:38]=[CH:39][CH:40]=[N:41][C:36]=3[CH2:35][O:34][C:33]3[CH:42]=[CH:43][C:44]([C:46]([OH:49])([CH3:48])[CH3:47])=[CH:45][C:32]2=3)[CH2:8][CH2:7]1, predict the reactants needed to synthesize it. The reactants are: [CH3:1][O:2][C:3](=[O:20])[CH2:4][N:5]([CH2:12][C:13]1[CH:18]=[CH:17][C:16]([Cl:19])=[CH:15][CH:14]=1)[CH:6]1[CH2:11][CH2:10][NH:9][CH2:8][CH2:7]1.C(=O)([O-])[O-].[K+].[K+].Br[CH2:28][CH2:29][CH:30]=[C:31]1[C:37]2[CH:38]=[CH:39][CH:40]=[N:41][C:36]=2[CH2:35][O:34][C:33]2[CH:42]=[CH:43][C:44]([C:46]([OH:49])([CH3:48])[CH3:47])=[CH:45][C:32]1=2.